This data is from Full USPTO retrosynthesis dataset with 1.9M reactions from patents (1976-2016). The task is: Predict the reactants needed to synthesize the given product. (1) The reactants are: ClS(O)(=O)=O.[N+:6]([C:9]1[CH:23]=[CH:22][CH:21]=[CH:20][C:10]=1[O:11]/[C:12](=[CH:16]\[C:17]([OH:19])=O)/[C:13]([OH:15])=[O:14])([O-:8])=[O:7].[N+](C1C=CC=CC=1O/C(=C/C(O)=O)/C(O)=O)([O-])=O. Given the product [N+:6]([C:9]1[C:10]2[O:11][C:12]([C:13]([OH:15])=[O:14])=[CH:16][C:17](=[O:19])[C:20]=2[CH:21]=[CH:22][CH:23]=1)([O-:8])=[O:7], predict the reactants needed to synthesize it. (2) Given the product [F:29][C:28]1[CH:23]=[CH:24][C:25]([C:30]2[C:31]([C:35]3[CH:40]=[CH:39][CH:38]=[C:37]([CH3:41])[N:36]=3)=[N:32][NH:33][CH:34]=2)=[CH:26][C:27]=1[C:11]1[CH:12]=[N:8][NH:9][CH:10]=1, predict the reactants needed to synthesize it. The reactants are: C(OC([N:8]1[CH:12]=[C:11](B2OC(C)(C)C(C)(C)O2)[CH:10]=[N:9]1)=O)(C)(C)C.Br[C:23]1[CH:24]=[C:25]([C:30]2[C:31]([C:35]3[CH:40]=[CH:39][CH:38]=[C:37]([CH3:41])[N:36]=3)=[N:32][NH:33][CH:34]=2)[CH:26]=[CH:27][C:28]=1[F:29]. (3) Given the product [OH:25][CH:19]([CH2:20][CH2:21][CH2:22][CH2:23][CH3:24])/[CH:18]=[CH:17]/[C@H:12]1[CH2:13][CH2:14][C:15](=[O:16])[N:11]1[CH2:10]/[CH:9]=[CH:8]\[CH2:7][O:6][CH2:5][C:4]([OH:26])=[O:3], predict the reactants needed to synthesize it. The reactants are: C([O:3][C:4](=[O:26])[CH2:5][O:6][CH2:7]/[CH:8]=[CH:9]\[CH2:10][N:11]1[C:15](=[O:16])[CH2:14][CH2:13][C@@H:12]1/[CH:17]=[CH:18]/[CH:19]([OH:25])[CH2:20][CH2:21][CH2:22][CH2:23][CH3:24])C.[OH-].[Li+].Cl.